From a dataset of Full USPTO retrosynthesis dataset with 1.9M reactions from patents (1976-2016). Predict the reactants needed to synthesize the given product. Given the product [Cl:1][C:2]1[CH:8]=[C:7]([O:9][C:10]2[C:19]3[C:14](=[CH:15][C:16]([O:22][CH3:23])=[C:17]([O:20][CH3:21])[CH:18]=3)[N:13]=[CH:12][N:11]=2)[CH:6]=[CH:5][C:3]=1[NH:4][C:28](=[O:34])[O:27][CH2:25][CH2:36][CH2:37][CH2:38][CH2:39][CH3:40], predict the reactants needed to synthesize it. The reactants are: [Cl:1][C:2]1[CH:8]=[C:7]([O:9][C:10]2[C:19]3[C:14](=[CH:15][C:16]([O:22][CH3:23])=[C:17]([O:20][CH3:21])[CH:18]=3)[N:13]=[CH:12][N:11]=2)[CH:6]=[CH:5][C:3]=1[NH2:4].Cl[C:25](Cl)([O:27][C:28](=[O:34])OC(Cl)(Cl)Cl)Cl.[CH2:36](O)[CH2:37][CH2:38][CH2:39][CH2:40]C.C(=O)(O)[O-].[Na+].